Dataset: Full USPTO retrosynthesis dataset with 1.9M reactions from patents (1976-2016). Task: Predict the reactants needed to synthesize the given product. (1) Given the product [CH2:36]([N:3]([CH2:1][CH3:2])[CH2:4][CH2:5][CH2:6][C:7]1[CH:12]=[C:11]([F:13])[CH:10]=[CH:9][C:8]=1[S:14]([NH:17][C:18]1[CH:31]=[CH:30][C:21]2[C:22]3[CH:23]=[CH:24][O:25][C:26]=3[CH2:27][CH2:28][O:29][C:20]=2[C:19]=1[C:32]([O:34][CH3:35])=[O:33])(=[O:16])=[O:15])[CH3:37], predict the reactants needed to synthesize it. The reactants are: [CH2:1]([N:3]([CH2:36][CH3:37])[CH2:4]/[CH:5]=[CH:6]\[C:7]1[CH:12]=[C:11]([F:13])[CH:10]=[CH:9][C:8]=1[S:14]([NH:17][C:18]1[CH:31]=[CH:30][C:21]2[C:22]3[CH:23]=[CH:24][O:25][C:26]=3[CH2:27][CH2:28][O:29][C:20]=2[C:19]=1[C:32]([O:34][CH3:35])=[O:33])(=[O:16])=[O:15])[CH3:2]. (2) The reactants are: C([O:3][C:4](=[O:21])[CH2:5][NH:6][C:7]([C:9]1[CH:14]=[CH:13][C:12]([C:15]2[CH:20]=[CH:19][CH:18]=[CH:17][CH:16]=2)=[CH:11][N:10]=1)=[O:8])C.CO.O.O[Li].O. Given the product [C:15]1([C:12]2[CH:13]=[CH:14][C:9]([C:7]([NH:6][CH2:5][C:4]([OH:21])=[O:3])=[O:8])=[N:10][CH:11]=2)[CH:16]=[CH:17][CH:18]=[CH:19][CH:20]=1, predict the reactants needed to synthesize it.